This data is from Catalyst prediction with 721,799 reactions and 888 catalyst types from USPTO. The task is: Predict which catalyst facilitates the given reaction. (1) Reactant: [N:1]1[CH:6]=[CH:5][C:4]([NH:7][C:8](=[O:15])OCC(Cl)(Cl)Cl)=[N:3][CH:2]=1.[C:16]1([C:22]2[N:23]=[C:24]([N:27]3[CH2:32][CH2:31][NH:30][CH2:29][CH2:28]3)[S:25][CH:26]=2)[CH:21]=[CH:20][CH:19]=[CH:18][CH:17]=1.C(N(C(C)C)CC)(C)C.CS(C)=O. Product: [C:16]1([C:22]2[N:23]=[C:24]([N:27]3[CH2:32][CH2:31][N:30]([C:8]([NH:7][C:4]4[CH:5]=[CH:6][N:1]=[CH:2][N:3]=4)=[O:15])[CH2:29][CH2:28]3)[S:25][CH:26]=2)[CH:17]=[CH:18][CH:19]=[CH:20][CH:21]=1. The catalyst class is: 6. (2) Reactant: ClN[NH:3][C:4]1[CH:5]=[C:6]([CH:11]=[CH:12][C:13]=1[O:14][CH3:15])[C:7]([O:9][CH3:10])=[O:8].[C:16]([N:23]1[CH2:28][CH2:27][C:26](=O)[CH2:25][CH2:24]1)([O:18][C:19]([CH3:22])([CH3:21])[CH3:20])=[O:17].C(OCC)(=O)C. Product: [CH3:15][O:14][C:13]1[C:4]2[NH:3][C:26]3[CH2:27][CH2:28][N:23]([C:16]([O:18][C:19]([CH3:22])([CH3:21])[CH3:20])=[O:17])[CH2:24][C:25]=3[C:5]=2[C:6]([C:7]([O:9][CH3:10])=[O:8])=[CH:11][CH:12]=1. The catalyst class is: 8. (3) Reactant: [C:1]([O:7][CH2:8][C@H:9]1[CH2:14][C@@H:13]([O:15][C:16](=[O:21])[C:17]([CH3:20])([CH3:19])[CH3:18])[CH2:12][CH2:11][C@@:10]1([C@H:23]1[CH2:36][CH2:35][C@@:34]2([CH3:37])[C@@H:25]([CH2:26][C:27]3[C:28]2=[N:29][C:30](Cl)=[CH:31][CH:32]=3)[C@@H:24]1[CH2:38][OH:39])[CH3:22])(=[O:6])[C:2]([CH3:5])([CH3:4])[CH3:3]. Product: [C:1]([O:7][CH2:8][C@H:9]1[CH2:14][C@@H:13]([O:15][C:16](=[O:21])[C:17]([CH3:20])([CH3:19])[CH3:18])[CH2:12][CH2:11][C@@:10]1([C@H:23]1[CH2:36][CH2:35][C@@:34]2([CH3:37])[C@@H:25]([CH2:26][C:27]3[C:28]2=[N:29][CH:30]=[CH:31][CH:32]=3)[C@@H:24]1[CH2:38][OH:39])[CH3:22])(=[O:6])[C:2]([CH3:3])([CH3:4])[CH3:5]. The catalyst class is: 19. (4) Reactant: [ClH:1].[O:2]=[C:3]([NH:40][C:41]1[CH:46]=[CH:45][C:44]([C:47]2[NH:51][N:50]=[N:49][N:48]=2)=[CH:43][CH:42]=1)[C@@H:4]([NH:22][C:23]([C@H:25]1[CH2:30][CH2:29][C@H:28]([CH2:31][NH:32]C(=O)OC(C)(C)C)[CH2:27][CH2:26]1)=[O:24])[CH2:5][C:6]1[CH:7]=[C:8]([C:12]2[CH:17]=[CH:16][CH:15]=[C:14]([S:18](=[O:21])(=[O:20])[NH2:19])[CH:13]=2)[CH:9]=[CH:10][CH:11]=1.C(#N)C. Product: [ClH:1].[NH2:32][CH2:31][C@H:28]1[CH2:27][CH2:26][C@H:25]([C:23]([NH:22][C@@H:4]([CH2:5][C:6]2[CH:7]=[C:8]([C:12]3[CH:17]=[CH:16][CH:15]=[C:14]([S:18](=[O:20])(=[O:21])[NH2:19])[CH:13]=3)[CH:9]=[CH:10][CH:11]=2)[C:3](=[O:2])[NH:40][C:41]2[CH:42]=[CH:43][C:44]([C:47]3[NH:48][N:49]=[N:50][N:51]=3)=[CH:45][CH:46]=2)=[O:24])[CH2:30][CH2:29]1. The catalyst class is: 12.